From a dataset of Reaction yield outcomes from USPTO patents with 853,638 reactions. Predict the reaction yield, written as a fraction of the theoretical maximum amount of product (1.0 means a 100% yield; for example, 0.34 means a 34% yield). (1) The reactants are Cl[C:2]1[CH:7]=[C:6]([N:8]2[CH2:13][CH2:12][O:11][CH2:10][CH2:9]2)[N:5]=[C:4]([N:14]2[C:18]3[CH:19]=[CH:20][CH:21]=[CH:22][C:17]=3[N:16]=[C:15]2[CH:23]([F:25])[F:24])[N:3]=1.[N:26]1[CH:31]=[C:30](B(O)O)[CH:29]=[N:28][CH:27]=1.C([O-])([O-])=O.[K+].[K+]. The catalyst is O1CCOCC1.O.C1C=CC(P(C2C=CC=CC=2)[C-]2C=CC=C2)=CC=1.C1C=CC(P(C2C=CC=CC=2)[C-]2C=CC=C2)=CC=1.Cl[Pd]Cl.[Fe+2]. The product is [F:24][CH:23]([F:25])[C:15]1[N:14]([C:4]2[N:3]=[C:2]([C:30]3[CH:31]=[N:26][CH:27]=[N:28][CH:29]=3)[CH:7]=[C:6]([N:8]3[CH2:13][CH2:12][O:11][CH2:10][CH2:9]3)[N:5]=2)[C:18]2[CH:19]=[CH:20][CH:21]=[CH:22][C:17]=2[N:16]=1. The yield is 0.790. (2) The reactants are [NH2:1][C:2]1[N:6](C(OC(C)(C)C)=O)[N:5]=[C:4]([CH:14]2[CH2:16][CH2:15]2)[CH:3]=1.Br[C:18]1[C:19](=[O:26])[N:20]([CH3:25])[CH:21]=[C:22]([Br:24])[CH:23]=1.C(=O)([O-])[O-].[Cs+].[Cs+].CC1(C)C2C(=C(P(C3C=CC=CC=3)C3C=CC=CC=3)C=CC=2)OC2C(P(C3C=CC=CC=3)C3C=CC=CC=3)=CC=CC1=2. The catalyst is C1C=CC(/C=C/C(/C=C/C2C=CC=CC=2)=O)=CC=1.C1C=CC(/C=C/C(/C=C/C2C=CC=CC=2)=O)=CC=1.C1C=CC(/C=C/C(/C=C/C2C=CC=CC=2)=O)=CC=1.[Pd].[Pd].O1CCOCC1. The product is [Br:24][C:22]1[CH:23]=[C:18]([NH:1][C:2]2[NH:6][N:5]=[C:4]([CH:14]3[CH2:15][CH2:16]3)[CH:3]=2)[C:19](=[O:26])[N:20]([CH3:25])[CH:21]=1. The yield is 0.500.